This data is from Full USPTO retrosynthesis dataset with 1.9M reactions from patents (1976-2016). The task is: Predict the reactants needed to synthesize the given product. (1) Given the product [CH3:13][C@H:14]1[CH2:15][N:16]([C:20]2[CH:25]=[CH:24][C:23]([C:26]([F:29])([F:27])[F:28])=[CH:22][N:21]=2)[CH2:17][CH2:18][N:19]1[S:43]([C:40]1[CH:39]=[CH:38][CH:37]=[C:36]2[C:41]=1[CH2:42][CH:34]([C:32]([OH:33])=[O:31])[CH2:35]2)(=[O:45])=[O:44], predict the reactants needed to synthesize it. The reactants are: C1C2C(=CC=CC=2)CC1C(O)=O.[CH3:13][C@@H:14]1[NH:19][CH2:18][CH2:17][N:16]([C:20]2[CH:25]=[CH:24][C:23]([C:26]([F:29])([F:28])[F:27])=[CH:22][N:21]=2)[CH2:15]1.C[O:31][C:32]([CH:34]1[CH2:42][C:41]2[C:36](=[CH:37][CH:38]=[CH:39][C:40]=2[S:43](Cl)(=[O:45])=[O:44])[CH2:35]1)=[O:33]. (2) Given the product [C:12]([O:11][C:9](=[O:10])[NH:22][C:18]1[N:17]([CH3:16])[CH:21]=[CH:20][N:19]=1)([CH3:13])([CH3:14])[CH3:15], predict the reactants needed to synthesize it. The reactants are: [C:9](O[C:9]([O:11][C:12]([CH3:15])([CH3:14])[CH3:13])=[O:10])([O:11][C:12]([CH3:15])([CH3:14])[CH3:13])=[O:10].[CH3:16][N:17]1[CH:21]=[CH:20][N:19]=[C:18]1[NH2:22]. (3) Given the product [C:28]([C:27]([C:24]1[CH:25]=[CH:26][C:21]([C:20]2[C:11]3[C:10]4[CH:9]=[C:8]([C:5]5[CH:4]=[CH:3][C:2]([NH:1][S:34]([CH3:33])(=[O:36])=[O:35])=[N:7][CH:6]=5)[CH:17]=[CH:16][C:15]=4[N:14]=[CH:13][C:12]=3[N:18]([CH3:32])[N:19]=2)=[CH:22][CH:23]=1)([CH3:30])[CH3:31])#[N:29], predict the reactants needed to synthesize it. The reactants are: [NH2:1][C:2]1[N:7]=[CH:6][C:5]([C:8]2[CH:17]=[CH:16][C:15]3[N:14]=[CH:13][C:12]4[N:18]([CH3:32])[N:19]=[C:20]([C:21]5[CH:26]=[CH:25][C:24]([C:27]([CH3:31])([CH3:30])[C:28]#[N:29])=[CH:23][CH:22]=5)[C:11]=4[C:10]=3[CH:9]=2)=[CH:4][CH:3]=1.[CH3:33][S:34](Cl)(=[O:36])=[O:35]. (4) Given the product [CH2:39]([O:26][C:25](=[O:27])[C@@H:24]([NH:23][C:21]([C:17]1[C:16]([CH3:37])=[N:15][C:14]([NH:13][CH2:12][CH2:11][CH2:10][C:5]2[CH:6]=[CH:7][CH:8]=[C:9]3[C:4]=2[CH:3]=[N:2][NH:1]3)=[N:19][C:18]=1[CH3:20])=[O:22])[CH2:28][NH:29][C:30]([C:32]1[S:33][CH:34]=[CH:35][CH:36]=1)=[O:31])[CH2:40][CH2:41][CH2:42][CH3:43], predict the reactants needed to synthesize it. The reactants are: [NH:1]1[C:9]2[C:4](=[C:5]([CH2:10][CH2:11][CH2:12][NH:13][C:14]3[N:19]=[C:18]([CH3:20])[C:17]([C:21]([NH:23][C@@H:24]([CH2:28][NH:29][C:30]([C:32]4[S:33][CH:34]=[CH:35][CH:36]=4)=[O:31])[C:25]([OH:27])=[O:26])=[O:22])=[C:16]([CH3:37])[N:15]=3)[CH:6]=[CH:7][CH:8]=2)[CH:3]=[N:2]1.I[CH2:39][CH2:40][CH2:41][CH2:42][CH3:43].C(=O)([O-])[O-].[K+].[K+].